From a dataset of Forward reaction prediction with 1.9M reactions from USPTO patents (1976-2016). Predict the product of the given reaction. (1) Given the reactants [H-].[Al+3].[Li+].[H-].[H-].[H-].[CH:7]1([O:12][C:13]2[CH:14]=[C:15]([CH:18]=[CH:19][C:20]=2[O:21][CH3:22])[CH:16]=[O:17])[CH2:11][CH2:10][CH2:9][CH2:8]1.Cl, predict the reaction product. The product is: [CH:7]1([O:12][C:13]2[CH:14]=[C:15]([CH2:16][OH:17])[CH:18]=[CH:19][C:20]=2[O:21][CH3:22])[CH2:8][CH2:9][CH2:10][CH2:11]1. (2) The product is: [F:6][C:7]1[CH:8]=[C:9]([C:21]2[CH:22]=[CH:23][CH:24]=[C:25]3[C:30]=2[N:29]=[C:28]([C:31]2[CH:32]=[N:33][N:34]([CH:36]4[CH2:41][CH2:40][N:39]([C:3](=[O:4])[CH3:2])[CH2:38][CH2:37]4)[CH:35]=2)[CH:27]=[N:26]3)[CH:10]=[C:11]([F:20])[C:12]=1[CH2:13][N:14]1[CH2:19][CH2:18][O:17][CH2:16][CH2:15]1. Given the reactants Cl[CH2:2][CH2:3][O:4]C.[F:6][C:7]1[CH:8]=[C:9]([C:21]2[CH:22]=[CH:23][CH:24]=[C:25]3[C:30]=2[N:29]=[C:28]([C:31]2[CH:32]=[N:33][N:34]([CH:36]4[CH2:41][CH2:40][NH:39][CH2:38][CH2:37]4)[CH:35]=2)[CH:27]=[N:26]3)[CH:10]=[C:11]([F:20])[C:12]=1[CH2:13][N:14]1[CH2:19][CH2:18][O:17][CH2:16][CH2:15]1.C([O-])([O-])=O.[Cs+].[Cs+], predict the reaction product. (3) Given the reactants [C:1]1([C:14](O)=[O:15])[C:13]2[CH2:12][C:11]3[C:6](=[CH:7][CH:8]=[CH:9][CH:10]=3)[C:5]=2[CH:4]=[CH:3][CH:2]=1.[N:17]1[CH:22]=[CH:21][C:20]([CH2:23][C:24]2[CH:25]=[C:26]([CH:28]=[CH:29][CH:30]=2)[NH2:27])=[CH:19][CH:18]=1.Cl.C(N=C=NCCCN(C)C)C, predict the reaction product. The product is: [N:17]1[CH:22]=[CH:21][C:20]([CH2:23][C:24]2[CH:25]=[C:26]([NH:27][C:14]([C:1]3[C:13]4[CH2:12][C:11]5[C:6](=[CH:7][CH:8]=[CH:9][CH:10]=5)[C:5]=4[CH:4]=[CH:3][CH:2]=3)=[O:15])[CH:28]=[CH:29][CH:30]=2)=[CH:19][CH:18]=1.